Task: Predict which catalyst facilitates the given reaction.. Dataset: Catalyst prediction with 721,799 reactions and 888 catalyst types from USPTO (1) Reactant: [NH2:1][CH2:2][CH2:3][CH2:4][N:5]([CH3:10])[CH2:6][CH2:7][CH2:8][NH2:9].CO[C:13]1[C:22](=[O:23])[C:17]2[N:18]=[C:19]([CH3:21])[S:20][C:16]=2[C:15](=[O:24])[CH:14]=1. Product: [CH3:10][N:5]([CH2:6][CH2:7][CH2:8][NH:9][C:13]1[C:22](=[O:23])[C:17]2[N:18]=[C:19]([CH3:21])[S:20][C:16]=2[C:15](=[O:24])[CH:14]=1)[CH2:4][CH2:3][CH2:2][NH:1][C:13]1[C:22](=[O:23])[C:17]2[N:18]=[C:19]([CH3:21])[S:20][C:16]=2[C:15](=[O:24])[CH:14]=1. The catalyst class is: 8. (2) Reactant: CS([C:4]1[N:9]=[CH:8][C:7]2=[CH:10][CH:11]=[C:12]([C:13]3[CH:18]=[CH:17][CH:16]=[CH:15][C:14]=3[O:19][CH3:20])[N:6]2[N:5]=1)=O.C(N(CC)C(C)C)(C)C.[N:30]1([CH:36]2[CH2:41][CH2:40][N:39]([C:42]3[CH:43]=[C:44]([NH2:48])[CH:45]=[CH:46][CH:47]=3)[CH2:38][CH2:37]2)[CH2:35][CH2:34][O:33][CH2:32][CH2:31]1. Product: [CH3:20][O:19][C:14]1[CH:15]=[CH:16][CH:17]=[CH:18][C:13]=1[C:12]1[N:6]2[C:7]([CH:8]=[N:9][C:4]([NH:48][C:44]3[CH:45]=[CH:46][CH:47]=[C:42]([N:39]4[CH2:40][CH2:41][CH:36]([N:30]5[CH2:31][CH2:32][O:33][CH2:34][CH2:35]5)[CH2:37][CH2:38]4)[CH:43]=3)=[N:5]2)=[CH:10][CH:11]=1. The catalyst class is: 141. (3) Reactant: [CH3:1][C:2]1([CH3:35])[O:6][C:5](=[O:7])[N:4]([C:8]2[CH:13]=[CH:12][C:11]([C:14]3[CH:15]=[C:16]([C:21]4[N:26]=[C:25]([C:27]#[N:28])[CH:24]=[CH:23][N:22]=4)[CH:17]=[N:18][C:19]=3F)=[CH:10][CH:9]=2)[C@H:3]1[C:29]1[CH:34]=[CH:33][CH:32]=[CH:31][CH:30]=1.[O:36]1CCOCC1.Cl. Product: [CH3:1][C:2]1([CH3:35])[O:6][C:5](=[O:7])[N:4]([C:8]2[CH:13]=[CH:12][C:11]([C:14]3[C:19](=[O:36])[NH:18][CH:17]=[C:16]([C:21]4[N:26]=[C:25]([C:27]#[N:28])[CH:24]=[CH:23][N:22]=4)[CH:15]=3)=[CH:10][CH:9]=2)[C@H:3]1[C:29]1[CH:34]=[CH:33][CH:32]=[CH:31][CH:30]=1. The catalyst class is: 6.